This data is from Peptide-MHC class I binding affinity with 185,985 pairs from IEDB/IMGT. The task is: Regression. Given a peptide amino acid sequence and an MHC pseudo amino acid sequence, predict their binding affinity value. This is MHC class I binding data. (1) The binding affinity (normalized) is 0.628. The MHC is HLA-A02:11 with pseudo-sequence HLA-A02:11. The peptide sequence is MPASWVMRI. (2) The peptide sequence is LSNFGAPSY. The MHC is HLA-A30:02 with pseudo-sequence HLA-A30:02. The binding affinity (normalized) is 0.947. (3) The peptide sequence is FVRACLRRL. The MHC is HLA-B08:01 with pseudo-sequence HLA-B08:01. The binding affinity (normalized) is 0.555. (4) The peptide sequence is RGPYRAFVTI. The MHC is HLA-B08:01 with pseudo-sequence HLA-B08:01. The binding affinity (normalized) is 0. (5) The peptide sequence is TTRAVNMEV. The MHC is HLA-A11:01 with pseudo-sequence HLA-A11:01. The binding affinity (normalized) is 0.213. (6) The peptide sequence is MTYAAPLFV. The MHC is Mamu-A01 with pseudo-sequence Mamu-A01. The binding affinity (normalized) is 0.711. (7) The peptide sequence is RRLTARGL. The MHC is Mamu-B03 with pseudo-sequence Mamu-B03. The binding affinity (normalized) is 0.756.